Regression. Given two drug SMILES strings and cell line genomic features, predict the synergy score measuring deviation from expected non-interaction effect. From a dataset of NCI-60 drug combinations with 297,098 pairs across 59 cell lines. (1) Drug 1: C1=CC(=CC=C1CC(C(=O)O)N)N(CCCl)CCCl.Cl. Drug 2: CN1C(=O)N2C=NC(=C2N=N1)C(=O)N. Cell line: KM12. Synergy scores: CSS=8.35, Synergy_ZIP=-0.856, Synergy_Bliss=1.73, Synergy_Loewe=-0.454, Synergy_HSA=0.653. (2) Drug 1: C1CC(=O)NC(=O)C1N2CC3=C(C2=O)C=CC=C3N. Drug 2: CC1C(C(CC(O1)OC2CC(OC(C2O)C)OC3=CC4=CC5=C(C(=O)C(C(C5)C(C(=O)C(C(C)O)O)OC)OC6CC(C(C(O6)C)O)OC7CC(C(C(O7)C)O)OC8CC(C(C(O8)C)O)(C)O)C(=C4C(=C3C)O)O)O)O. Cell line: A549. Synergy scores: CSS=8.37, Synergy_ZIP=-2.23, Synergy_Bliss=1.38, Synergy_Loewe=1.27, Synergy_HSA=1.30. (3) Synergy scores: CSS=75.5, Synergy_ZIP=0.611, Synergy_Bliss=-2.38, Synergy_Loewe=-0.753, Synergy_HSA=1.06. Drug 1: COC1=CC(=CC(=C1O)OC)C2C3C(COC3=O)C(C4=CC5=C(C=C24)OCO5)OC6C(C(C7C(O6)COC(O7)C8=CC=CS8)O)O. Cell line: K-562. Drug 2: CCC1(CC2CC(C3=C(CCN(C2)C1)C4=CC=CC=C4N3)(C5=C(C=C6C(=C5)C78CCN9C7C(C=CC9)(C(C(C8N6C=O)(C(=O)OC)O)OC(=O)C)CC)OC)C(=O)OC)O.OS(=O)(=O)O. (4) Drug 1: CS(=O)(=O)C1=CC(=C(C=C1)C(=O)NC2=CC(=C(C=C2)Cl)C3=CC=CC=N3)Cl. Drug 2: COC1=C2C(=CC3=C1OC=C3)C=CC(=O)O2. Cell line: NCI-H522. Synergy scores: CSS=9.73, Synergy_ZIP=-0.290, Synergy_Bliss=2.88, Synergy_Loewe=2.54, Synergy_HSA=2.33. (5) Cell line: NCIH23. Drug 2: CC1(CCCN1)C2=NC3=C(C=CC=C3N2)C(=O)N. Drug 1: CCC1(CC2CC(C3=C(CCN(C2)C1)C4=CC=CC=C4N3)(C5=C(C=C6C(=C5)C78CCN9C7C(C=CC9)(C(C(C8N6C)(C(=O)OC)O)OC(=O)C)CC)OC)C(=O)OC)O. Synergy scores: CSS=20.2, Synergy_ZIP=-4.28, Synergy_Bliss=-10.6, Synergy_Loewe=-75.3, Synergy_HSA=-9.84. (6) Drug 1: C(=O)(N)NO. Drug 2: CC12CCC3C(C1CCC2O)C(CC4=C3C=CC(=C4)O)CCCCCCCCCS(=O)CCCC(C(F)(F)F)(F)F. Cell line: LOX IMVI. Synergy scores: CSS=4.04, Synergy_ZIP=0.411, Synergy_Bliss=5.86, Synergy_Loewe=-1.77, Synergy_HSA=0.208. (7) Drug 1: CC(CN1CC(=O)NC(=O)C1)N2CC(=O)NC(=O)C2. Drug 2: CC1C(C(CC(O1)OC2CC(CC3=C2C(=C4C(=C3O)C(=O)C5=C(C4=O)C(=CC=C5)OC)O)(C(=O)C)O)N)O.Cl. Cell line: HCT-15. Synergy scores: CSS=43.7, Synergy_ZIP=0.554, Synergy_Bliss=4.64, Synergy_Loewe=5.19, Synergy_HSA=5.46. (8) Drug 2: CC1=C(C(=CC=C1)Cl)NC(=O)C2=CN=C(S2)NC3=CC(=NC(=N3)C)N4CCN(CC4)CCO. Synergy scores: CSS=4.70, Synergy_ZIP=-1.99, Synergy_Bliss=-1.18, Synergy_Loewe=1.60, Synergy_HSA=-0.517. Drug 1: CN1C(=O)N2C=NC(=C2N=N1)C(=O)N. Cell line: COLO 205. (9) Drug 1: CC1C(C(=O)NC(C(=O)N2CCCC2C(=O)N(CC(=O)N(C(C(=O)O1)C(C)C)C)C)C(C)C)NC(=O)C3=C4C(=C(C=C3)C)OC5=C(C(=O)C(=C(C5=N4)C(=O)NC6C(OC(=O)C(N(C(=O)CN(C(=O)C7CCCN7C(=O)C(NC6=O)C(C)C)C)C)C(C)C)C)N)C. Drug 2: C1=NC2=C(N=C(N=C2N1C3C(C(C(O3)CO)O)F)Cl)N. Cell line: MALME-3M. Synergy scores: CSS=-3.15, Synergy_ZIP=-0.235, Synergy_Bliss=-1.32, Synergy_Loewe=-6.25, Synergy_HSA=-5.05.